This data is from Full USPTO retrosynthesis dataset with 1.9M reactions from patents (1976-2016). The task is: Predict the reactants needed to synthesize the given product. Given the product [CH2:1]([N:8]1[C:12](=[O:13])[CH2:11][CH2:10][C@@H:9]1[C:14]([NH:16][CH:17]([C:25](=[O:36])[C:26](=[O:35])[NH:27][CH2:28][C:29]1[CH:34]=[CH:33][CH:32]=[CH:31][N:30]=1)[CH2:18][C:19]1[CH:24]=[CH:23][CH:22]=[CH:21][CH:20]=1)=[O:15])[C:2]1[CH:3]=[CH:4][CH:5]=[CH:6][CH:7]=1, predict the reactants needed to synthesize it. The reactants are: [CH2:1]([N:8]1[C:12](=[O:13])[CH2:11][CH2:10][C@@H:9]1[C:14]([NH:16][CH:17]([CH:25]([OH:36])[C:26](=[O:35])[NH:27][CH2:28][C:29]1[CH:34]=[CH:33][CH:32]=[CH:31][N:30]=1)[CH2:18][C:19]1[CH:24]=[CH:23][CH:22]=[CH:21][CH:20]=1)=[O:15])[C:2]1[CH:7]=[CH:6][CH:5]=[CH:4][CH:3]=1.O=[N-].